Dataset: Reaction yield outcomes from USPTO patents with 853,638 reactions. Task: Predict the reaction yield, written as a fraction of the theoretical maximum amount of product (1.0 means a 100% yield; for example, 0.34 means a 34% yield). (1) The catalyst is C1COCC1.[O-]CC.[Ti+4].[O-]CC.[O-]CC.[O-]CC. The yield is 0.571. The product is [Br:1][C:2]1[CH:3]=[C:4]2[C:15](=[CH:16][CH:17]=1)[O:14][C:7]1[C:8]([F:13])=[N:9][C:10]([Cl:12])=[CH:11][C:6]=1[C:5]2=[N:25][S:23]([C:20]([CH3:22])([CH3:21])[CH3:19])=[O:24]. The reactants are [Br:1][C:2]1[CH:3]=[C:4]2[C:15](=[CH:16][CH:17]=1)[O:14][C:7]1[C:8]([F:13])=[N:9][C:10]([Cl:12])=[CH:11][C:6]=1[C:5]2=O.[CH3:19][C:20]([S@:23]([NH2:25])=[O:24])([CH3:22])[CH3:21]. (2) The reactants are [CH2:1]([O:8][C:9]1[CH:14]=[CH:13][C:12]([CH2:15][C@H:16]([OH:20])[C:17]([OH:19])=[O:18])=[CH:11][CH:10]=1)[C:2]1[CH:7]=[CH:6][CH:5]=[CH:4][CH:3]=1.CO[C:23](OC)([CH3:25])[CH3:24].C1(C)C=CC(S([O-])(=O)=O)=CC=1.[NH+]1C=CC=CC=1. The catalyst is C(Cl)(Cl)Cl.O. The product is [CH2:1]([O:8][C:9]1[CH:14]=[CH:13][C:12]([CH2:15][C@@H:16]2[O:20][C:23]([CH3:25])([CH3:24])[O:18][C:17]2=[O:19])=[CH:11][CH:10]=1)[C:2]1[CH:7]=[CH:6][CH:5]=[CH:4][CH:3]=1. The yield is 0.880. (3) The reactants are [F:1][C:2]1[CH:7]=[CH:6][CH:5]=[C:4]([F:8])[C:3]=1[C:9]1[NH:13][C:12]([CH3:14])=[C:11]([C:15]([O:17]C(C)(C)C)=[O:16])[CH:10]=1.Cl. The catalyst is O1CCOCC1. The product is [F:1][C:2]1[CH:7]=[CH:6][CH:5]=[C:4]([F:8])[C:3]=1[C:9]1[NH:13][C:12]([CH3:14])=[C:11]([C:15]([OH:17])=[O:16])[CH:10]=1. The yield is 0.960.